Dataset: Reaction yield outcomes from USPTO patents with 853,638 reactions. Task: Predict the reaction yield, written as a fraction of the theoretical maximum amount of product (1.0 means a 100% yield; for example, 0.34 means a 34% yield). (1) The reactants are [OH:1][C:2]1[CH:3]=[CH:4][C:5]2[N:6]([N:8]=[CH:9][C:10]=2[C:11]([O:13][CH3:14])=[O:12])[CH:7]=1.Cl[CH2:16][C:17]1[S:18][C:19]([CH:22]2[CH2:24][CH2:23]2)=[N:20][N:21]=1.C([O-])([O-])=O.[K+].[K+].CC#N. The catalyst is CCOC(C)=O. The product is [CH:22]1([C:19]2[S:18][C:17]([CH2:16][O:1][C:2]3[CH:3]=[CH:4][C:5]4[N:6]([N:8]=[CH:9][C:10]=4[C:11]([O:13][CH3:14])=[O:12])[CH:7]=3)=[N:21][N:20]=2)[CH2:24][CH2:23]1. The yield is 0.230. (2) The reactants are [Si:1]([O:8][C@@H:9]1[CH2:13][C@@H:12]([NH:14][C:15]2[N:20]=[C:19](Cl)[N:18]=[C:17]([NH:22][C@H:23]3[C:31]4[C:26](=[CH:27][CH:28]=[CH:29][CH:30]=4)[C:25]([CH3:33])([CH3:32])[CH2:24]3)[N:16]=2)[CH2:11][C@@H:10]1[CH2:34][OH:35])([C:4]([CH3:7])([CH3:6])[CH3:5])([CH3:3])[CH3:2]. The catalyst is CCO.[Pd].[OH-].[OH-].[Pd+2]. The product is [Si:1]([O:8][C@H:9]1[CH2:13][C@H:12]([NH:14][C:15]2[N:16]=[C:17]([NH:22][C@@H:23]3[C:31]4[C:26](=[CH:27][CH:28]=[CH:29][CH:30]=4)[C:25]([CH3:33])([CH3:32])[CH2:24]3)[N:18]=[CH:19][N:20]=2)[CH2:11][C@H:10]1[CH2:34][OH:35])([C:4]([CH3:7])([CH3:6])[CH3:5])([CH3:3])[CH3:2]. The yield is 0.350. (3) The reactants are [Br:1][C:2]1[C:3]([F:12])=[C:4]2[C:10]([NH2:11])=[CH:9][NH:8][C:5]2=[N:6][CH:7]=1.[F:13][C:14]1[CH:22]=[CH:21][C:20]([CH3:23])=[CH:19][C:15]=1[C:16](O)=[O:17].C1N(P(Cl)(N2C(=O)OCC2)=O)C(=O)OC1.C(N(CC)CC)C. The catalyst is C(Cl)Cl. The yield is 0.630. The product is [Br:1][C:2]1[C:3]([F:12])=[C:4]2[C:10]([NH:11][C:16](=[O:17])[C:15]3[CH:19]=[C:20]([CH3:23])[CH:21]=[CH:22][C:14]=3[F:13])=[CH:9][NH:8][C:5]2=[N:6][CH:7]=1. (4) The reactants are [H-].[Na+].Br[CH2:4][CH2:5][CH2:6]Br.[C:8]([O:12][C:13]([NH:15][NH:16][C:17]1[CH:22]=[CH:21][CH:20]=[CH:19][C:18]=1[Cl:23])=[O:14])([CH3:11])([CH3:10])[CH3:9]. The catalyst is CN(C=O)C. The product is [C:8]([O:12][C:13]([N:15]1[CH2:6][CH2:5][CH2:4][N:16]1[C:17]1[CH:22]=[CH:21][CH:20]=[CH:19][C:18]=1[Cl:23])=[O:14])([CH3:11])([CH3:9])[CH3:10]. The yield is 0.990. (5) The reactants are [Cl:1][C:2]1[N:7]=[C:6]([CH2:8][C:9]([C:11]2[C:12]([F:29])=[C:13]([NH:17][S:18]([C:21]3[C:26]([F:27])=[CH:25][CH:24]=[CH:23][C:22]=3[F:28])(=[O:20])=[O:19])[CH:14]=[CH:15][CH:16]=2)=O)[CH:5]=[CH:4][N:3]=1.C1C(=O)N(Br)C(=O)C1.[O:38]1[CH2:43][CH2:42][CH:41]([C:44](=[S:46])[NH2:45])[CH2:40][CH2:39]1.O. The catalyst is CC(N(C)C)=O. The product is [Cl:1][C:2]1[N:7]=[C:6]([C:8]2[S:46][C:44]([CH:41]3[CH2:42][CH2:43][O:38][CH2:39][CH2:40]3)=[N:45][C:9]=2[C:11]2[C:12]([F:29])=[C:13]([NH:17][S:18]([C:21]3[C:26]([F:27])=[CH:25][CH:24]=[CH:23][C:22]=3[F:28])(=[O:20])=[O:19])[CH:14]=[CH:15][CH:16]=2)[CH:5]=[CH:4][N:3]=1. The yield is 0.519. (6) The reactants are [CH3:1][NH:2][CH:3]1[CH2:16][C:15]2[C:6]([CH3:25])([CH:7]3[CH:12]([CH2:13][CH:14]=2)[CH:11]2[CH2:17][CH2:18][CH:19]4[CH:20]([CH3:24])[N:21]([CH3:23])[CH2:22][C:10]24[CH2:9][CH2:8]3)[CH2:5][CH2:4]1.[N:26]1([C:31](Cl)=[O:32])[CH2:30][CH2:29][CH2:28][CH2:27]1.C(N(CC)CC)C. The catalyst is ClCCl. The product is [CH3:1][N:2]([CH:3]1[CH2:16][C:15]2[C:6]([CH3:25])([CH:7]3[CH:12]([CH2:13][CH:14]=2)[CH:11]2[CH2:17][CH2:18][CH:19]4[CH:20]([CH3:24])[N:21]([CH3:23])[CH2:22][C:10]24[CH2:9][CH2:8]3)[CH2:5][CH2:4]1)[C:31]([N:26]1[CH2:30][CH2:29][CH2:28][CH2:27]1)=[O:32]. The yield is 0.870.